This data is from Forward reaction prediction with 1.9M reactions from USPTO patents (1976-2016). The task is: Predict the product of the given reaction. The product is: [Br:1][C:2]1[C:3]([CH3:11])=[C:4]([CH:8]=[CH:9][CH:10]=1)[CH2:5][NH2:7]. Given the reactants [Br:1][C:2]1[C:3]([CH3:11])=[C:4]([CH:8]=[CH:9][CH:10]=1)[C:5]([NH2:7])=O.B, predict the reaction product.